This data is from Reaction yield outcomes from USPTO patents with 853,638 reactions. The task is: Predict the reaction yield, written as a fraction of the theoretical maximum amount of product (1.0 means a 100% yield; for example, 0.34 means a 34% yield). The reactants are [I:1][C:2]1[CH:7]=[CH:6][CH:5]=[CH:4][C:3]=1[CH2:8][CH2:9][C:10](=O)[CH2:11][C:12](=O)[C:13]([O:15][CH2:16][CH3:17])=[O:14].O.[NH2:21][NH2:22].C(=O)(O)[O-].[Na+]. The catalyst is C(O)(=O)C. The product is [I:1][C:2]1[CH:7]=[CH:6][CH:5]=[CH:4][C:3]=1[CH2:8][CH2:9][C:10]1[NH:22][N:21]=[C:12]([C:13]([O:15][CH2:16][CH3:17])=[O:14])[CH:11]=1. The yield is 0.990.